From a dataset of Full USPTO retrosynthesis dataset with 1.9M reactions from patents (1976-2016). Predict the reactants needed to synthesize the given product. (1) Given the product [CH3:27][N:2]([CH3:1])[C:3](=[O:26])[O:4][C:5]1[CH:10]=[CH:9][CH:8]=[C:7]([NH:11][C:12]([C:14]2([CH2:20][C:21]3[N:22]=[CH:23][NH:24][CH:25]=3)[CH2:19][CH2:18][N:17]([C:61]3[C:55]4[C:42]([CH3:47])=[CH:40][NH:39][C:56]=4[N:57]=[CH:58][N:59]=3)[CH2:16][CH2:15]2)=[O:13])[CH:6]=1, predict the reactants needed to synthesize it. The reactants are: [CH3:1][N:2]([CH3:27])[C:3](=[O:26])[O:4][C:5]1[CH:10]=[CH:9][CH:8]=[C:7]([NH:11][C:12]([C:14]2([CH2:20][C:21]3[N:22]=[CH:23][NH:24][CH:25]=3)[CH2:19][CH2:18][NH:17][CH2:16][CH2:15]2)=[O:13])[CH:6]=1.CN(C)C(OC1C=C([NH:39][C:40]([C:42]2([CH2:55][C:56]3[N:57]=[CH:58][N:59]([C:61](C4C=CC=CC=4)(C4C=CC=CC=4)C4C=CC=CC=4)C=3)[CH2:47]CN(C(OC(C)(C)C)=O)CC2)=O)C=CC=1)=O.Cl. (2) Given the product [OH:18][C:3]1[CH:4]=[C:5]([C:8]2[CH:9]=[CH:10][C:11]([C:14]([F:15])([F:16])[F:17])=[CH:12][CH:13]=2)[CH:6]=[CH:7][C:2]=1[NH:1][S:19]([NH2:22])(=[O:21])=[O:20], predict the reactants needed to synthesize it. The reactants are: [NH2:1][C:2]1[CH:7]=[CH:6][C:5]([C:8]2[CH:13]=[CH:12][C:11]([C:14]([F:17])([F:16])[F:15])=[CH:10][CH:9]=2)=[CH:4][C:3]=1[OH:18].[S:19](N)([NH2:22])(=[O:21])=[O:20]. (3) Given the product [CH3:35][O:34][C:32](=[O:33])[CH2:31][C:30]([NH:1][C:2]1[CH:3]=[C:4]([C:5](=[O:6])[NH:7][C@H:8]([C:10]2[CH:15]=[CH:14][CH:13]=[CH:12][CH:11]=2)[CH3:9])[CH:16]=[CH:17][C:18]=1[Cl:19])=[O:36], predict the reactants needed to synthesize it. The reactants are: [NH2:1][C:2]1[CH:3]=[C:4]([CH:16]=[CH:17][C:18]=1[Cl:19])[C:5]([NH:7][C@H:8]([C:10]1[CH:15]=[CH:14][CH:13]=[CH:12][CH:11]=1)[CH3:9])=[O:6].C(N(C(C)C)C(C)C)C.Cl[C:30](=[O:36])[CH2:31][C:32]([O:34][CH3:35])=[O:33]. (4) Given the product [Cl:24][C:25]1[CH:30]=[C:29]([Cl:31])[CH:28]=[CH:27][C:26]=1[C:2]1[N:7]=[C:6]([NH:8][CH2:9][CH2:10][NH:11][C:12]2[CH:19]=[CH:18][C:15]([C:16]#[N:17])=[CH:14][N:13]=2)[N:5]2[CH:20]=[C:21]([CH3:23])[N:22]=[C:4]2[CH:3]=1, predict the reactants needed to synthesize it. The reactants are: Cl[C:2]1[N:7]=[C:6]([NH:8][CH2:9][CH2:10][NH:11][C:12]2[CH:19]=[CH:18][C:15]([C:16]#[N:17])=[CH:14][N:13]=2)[N:5]2[CH:20]=[C:21]([CH3:23])[N:22]=[C:4]2[CH:3]=1.[Cl:24][C:25]1[CH:30]=[C:29]([Cl:31])[CH:28]=[CH:27][C:26]=1B(O)O. (5) Given the product [C:69]([O:8][C:9]([NH:11][CH:12]([C:21]1[N:22]([C:32]([O:34][C:35]([CH3:38])([CH3:36])[CH3:37])=[O:33])[CH:23]=[C:24]([CH2:26][C:27]([CH3:31])([CH3:30])[CH2:28][CH3:29])[N:25]=1)[CH2:13][C:14]1[CH:15]=[CH:16][C:17]([C:65]2[CH:81]=[N:82][N:61]([C:39]([O:41][C:50]([CH3:46])([CH3:51])[CH3:52])=[O:42])[CH:64]=2)=[CH:18][CH:19]=1)=[O:10])([CH3:72])([CH3:71])[CH3:70], predict the reactants needed to synthesize it. The reactants are: C([O:8][C:9]([NH:11][CH:12]([C:21]1[N:22]([C:32]([O:34][C:35]([CH3:38])([CH3:37])[CH3:36])=[O:33])[CH:23]=[C:24]([CH2:26][C:27]([CH3:31])([CH3:30])[CH2:28][CH3:29])[N:25]=1)[CH2:13][C:14]1[CH:19]=[CH:18][C:17](Br)=[CH:16][CH:15]=1)=[O:10])C1C=CC=CC=1.[C:39](=[O:42])([O-:41])[O-].[Na+].[Na+].C[C:46]1(C)[C:50]([CH3:52])([CH3:51])OB(C2C=NNC=2)O1.C([N:61]([CH2:64][CH3:65])CC)C.C(OC(OC(C)(C)C)=O)(O[C:69]([CH3:72])([CH3:71])[CH3:70])=O.[CH3:81][N:82](C)C=O.O. (6) Given the product [CH2:1]([O:19][C:18](=[O:20])[C:17]1[CH:21]=[C:22]([F:25])[CH:23]=[CH:24][C:16]=1[O:15][CH2:1][C:2]1[CH:7]=[CH:6][CH:5]=[CH:4][CH:3]=1)[C:2]1[CH:7]=[CH:6][CH:5]=[CH:4][CH:3]=1, predict the reactants needed to synthesize it. The reactants are: [CH2:1](Br)[C:2]1[CH:7]=[CH:6][CH:5]=[CH:4][CH:3]=1.C(=O)([O-])[O-].[Cs+].[Cs+].[OH:15][C:16]1[CH:24]=[CH:23][C:22]([F:25])=[CH:21][C:17]=1[C:18]([OH:20])=[O:19]. (7) Given the product [CH2:25]([O:27][C:28]([C:29]1[CH:30]=[N:14][N:15]2[C:16]([O:23][CH3:24])=[CH:17][CH:18]=[C:19]([CH2:21][OH:22])[C:20]=12)=[O:31])[CH3:26], predict the reactants needed to synthesize it. The reactants are: CC1C=C(C)C=C(C)C=1S([O-])(=O)=O.[NH2:14][N+:15]1[CH:20]=[C:19]([CH2:21][OH:22])[CH:18]=[CH:17][C:16]=1[O:23][CH3:24].[CH2:25]([O:27][C:28](=[O:31])[CH2:29][CH3:30])[CH3:26].C(=O)([O-])[O-].[K+].[K+].O.